From a dataset of Forward reaction prediction with 1.9M reactions from USPTO patents (1976-2016). Predict the product of the given reaction. (1) Given the reactants [CH3:1][CH:2]([CH2:5][CH3:6])[CH2:3][OH:4].Cl[C:8]1[N:9]=[C:10]([OH:18])[C:11]2[CH:17]=[CH:16][N:15]=[CH:14][C:12]=2[N:13]=1, predict the reaction product. The product is: [CH3:1][CH:2]([CH2:5][CH3:6])[CH2:3][O:4][C:8]1[N:9]=[C:10]([OH:18])[C:11]2[CH:17]=[CH:16][N:15]=[CH:14][C:12]=2[N:13]=1. (2) Given the reactants ClC1C(F)=CC(F)=C(C=1)C(NS(C)(=O)=O)=O.[Cl:17][C:18]1[C:19](F)=[CH:20][C:21]([F:31])=[C:22]([CH:30]=1)[C:23]([NH:25][S:26](=[O:29])(=[O:28])[NH2:27])=[O:24].C12(CO)CC3CC(CC(C3)C1)C2.[CH3:45][C:46]1([CH3:55])[C@H:51]2[CH2:52][C@@H:47]1[CH2:48][CH2:49][C@@H:50]2[CH2:53][OH:54], predict the reaction product. The product is: [Cl:17][C:18]1[C:19]([O:54][CH2:53][C@H:50]2[CH2:49][CH2:48][C@H:47]3[CH2:52][C@@H:51]2[C:46]3([CH3:55])[CH3:45])=[CH:20][C:21]([F:31])=[C:22]([CH:30]=1)[C:23]([NH:25][S:26](=[O:29])(=[O:28])[NH2:27])=[O:24].